Dataset: Catalyst prediction with 721,799 reactions and 888 catalyst types from USPTO. Task: Predict which catalyst facilitates the given reaction. (1) Reactant: O1[C:5]2[CH:6]=[CH:7][C:8]([C:10]#[N:11])=[CH:9][C:4]=2[O:3][CH2:2]1.Cl.[NH2:13][OH:14].[OH-:15].[Na+]. Product: [OH:14][NH:13][C:10]([C:8]1[CH:7]=[CH:6][C:5]2[O:15][CH2:2][O:3][C:4]=2[CH:9]=1)=[NH:11]. The catalyst class is: 14. (2) Reactant: [OH:1][C:2]1[CH:7]=[CH:6][N:5]2[N:8]=[C:9]([C:21]3[CH:26]=[CH:25][CH:24]=[CH:23][CH:22]=3)[C:10]([C:11]3[CH:12]=[CH:13][C:14](=[O:20])[N:15]([CH:17]([CH3:19])[CH3:18])[N:16]=3)=[C:4]2[CH:3]=1.Br[C:28]1[CH:33]=[CH:32][CH:31]=[CH:30][N:29]=1.C([O-])([O-])=O.[K+].[K+].O. Product: [N:29]1[CH:30]=[CH:31][CH:32]=[CH:33][C:28]=1[O:1][C:2]1[CH:7]=[CH:6][N:5]2[N:8]=[C:9]([C:21]3[CH:22]=[CH:23][CH:24]=[CH:25][CH:26]=3)[C:10]([C:11]3[CH:12]=[CH:13][C:14](=[O:20])[N:15]([CH:17]([CH3:19])[CH3:18])[N:16]=3)=[C:4]2[CH:3]=1. The catalyst class is: 3. (3) The catalyst class is: 34. Product: [Cl:21][C:18]1[CH:17]=[CH:16][C:15]([CH2:14][N:10]2[C:11]3[C:12](=[O:13])[N:4]([CH2:3][CH2:2][NH:1][S:39]([CH:37]([CH3:38])[CH3:36])(=[O:41])=[O:40])[C:5](=[O:35])[N:6]([CH3:34])[C:7]=3[N:8]=[C:9]2[O:22][C:23]2[CH:28]=[CH:27][CH:26]=[C:25]([O:29][C:30]([F:33])([F:31])[F:32])[CH:24]=2)=[CH:20][CH:19]=1. Reactant: [NH2:1][CH2:2][CH2:3][N:4]1[C:12](=[O:13])[C:11]2[N:10]([CH2:14][C:15]3[CH:20]=[CH:19][C:18]([Cl:21])=[CH:17][CH:16]=3)[C:9]([O:22][C:23]3[CH:28]=[CH:27][CH:26]=[C:25]([O:29][C:30]([F:33])([F:32])[F:31])[CH:24]=3)=[N:8][C:7]=2[N:6]([CH3:34])[C:5]1=[O:35].[CH3:36][CH:37]([S:39](Cl)(=[O:41])=[O:40])[CH3:38]. (4) Reactant: [NH2:1][C:2]1[CH:7]=[CH:6][C:5]([NH:8][C:9]([NH:11][CH2:12][C:13]2[CH:18]=[CH:17][N:16]3[CH:19]=[CH:20][N:21]=[C:15]3[CH:14]=2)=[O:10])=[CH:4][CH:3]=1.[H-].[Na+].[C:24]1([C:34]2[CH:39]=[CH:38][CH:37]=[CH:36][CH:35]=2)[C:25]([S:30](Cl)(=[O:32])=[O:31])=[CH:26][CH:27]=[CH:28][CH:29]=1. Product: [N:21]1[CH:20]=[CH:19][N:16]2[CH:17]=[CH:18][C:13]([CH2:12][NH:11][C:9]([NH:8][C:5]3[CH:6]=[CH:7][C:2]([NH:1][S:30]([C:25]4[C:24]([C:34]5[CH:35]=[CH:36][CH:37]=[CH:38][CH:39]=5)=[CH:29][CH:28]=[CH:27][CH:26]=4)(=[O:32])=[O:31])=[CH:3][CH:4]=3)=[O:10])=[CH:14][C:15]=12. The catalyst class is: 7. (5) Reactant: [Br:1][C:2]1[CH:3]=[N:4][CH:5]=[C:6]([CH:12]=1)[C:7](OCC)=[O:8].[H-].[H-].[H-].[H-].[Li+].[Al+3].Cl.[O-]S([O-])(=O)=O.[Na+].[Na+]. Product: [Br:1][C:2]1[CH:12]=[C:6]([CH2:7][OH:8])[CH:5]=[N:4][CH:3]=1. The catalyst class is: 1. (6) Reactant: [CH3:1]/[CH:2]=[C:3]1/[C:4]([NH:6][C@@H:7]([CH:34]([CH3:36])[CH3:35])[C:8]([O:10][C@H:11](/[CH:29]=[CH:30]/[CH2:31][CH2:32][SH:33])[CH2:12][C:13]([CH2:15][C@H:16]([CH:26]([CH3:28])[CH3:27])[C:17]([NH:19][C@H:20]([CH2:24][SH:25])[C:21]([NH:23]/1)=[O:22])=[O:18])=[O:14])=[O:9])=[O:5].[CH2:37]([OH:48])[C@H:38]([C@H:40]([C@@H:42]([C@@H:44]([CH2:46][OH:47])[OH:45])[OH:43])[OH:41])[OH:39]. Product: [CH3:1]/[CH:2]=[C:3]1/[C:4]([NH:6][C@@H:7]([CH:34]([CH3:36])[CH3:35])[C:8]([O:10][C@H:11](/[CH:29]=[CH:30]/[CH2:31][CH2:32][SH:33])[CH2:12][C:13]([CH2:15][C@H:16]([CH:26]([CH3:27])[CH3:28])[C:17]([NH:19][C@H:20]([CH2:24][SH:25])[C:21]([NH:23]/1)=[O:22])=[O:18])=[O:14])=[O:9])=[O:5].[CH2:46]([OH:47])[C@H:44]([C@H:42]([C@@H:40]([C@@H:38]([CH2:37][OH:48])[OH:39])[OH:41])[OH:43])[OH:45]. The catalyst class is: 107. (7) Reactant: [NH2:1][C:2]1[C:10]([N+:11]([O-])=O)=[C:9]([NH:14][C:15]2[CH:20]=[CH:19][CH:18]=[C:17]([CH2:21][OH:22])[C:16]=2[CH2:23][CH3:24])[C:5]([C:6]([NH2:8])=[O:7])=[CH:4][N:3]=1. Product: [NH2:11][C:10]1[C:2]([NH2:1])=[N:3][CH:4]=[C:5]([C:9]=1[NH:14][C:15]1[CH:20]=[CH:19][CH:18]=[C:17]([CH2:21][OH:22])[C:16]=1[CH2:23][CH3:24])[C:6]([NH2:8])=[O:7]. The catalyst class is: 19. (8) Reactant: C([O:3][C:4]([CH:6]1[CH:10]([C:11]2[CH:16]=[CH:15][C:14]([Cl:17])=[C:13]([Cl:18])[CH:12]=2)[CH2:9][N:8]([CH2:19][C:20]2[CH:25]=[CH:24][CH:23]=[CH:22][CH:21]=2)[CH2:7]1)=O)C.[H-].[H-].[H-].[H-].[Li+].[Al+3]. Product: [CH2:19]([N:8]1[CH2:9][CH:10]([C:11]2[CH:16]=[CH:15][C:14]([Cl:17])=[C:13]([Cl:18])[CH:12]=2)[CH:6]([CH2:4][OH:3])[CH2:7]1)[C:20]1[CH:21]=[CH:22][CH:23]=[CH:24][CH:25]=1. The catalyst class is: 1.